Dataset: Catalyst prediction with 721,799 reactions and 888 catalyst types from USPTO. Task: Predict which catalyst facilitates the given reaction. Reactant: O.[OH-].[Li+].C[O:5][C:6](=[O:42])[CH2:7][C:8]1[C:17]([CH3:18])=[C:16]([C:19]2[CH:24]=[CH:23][C:22]([S:25](=[O:40])(=[O:39])[N:26]([CH:36]([CH3:38])[CH3:37])[CH2:27][C:28]3[CH:33]=[CH:32][C:31]([O:34][CH3:35])=[CH:30][CH:29]=3)=[CH:21][CH:20]=2)[C:15]2[C:10](=[CH:11][CH:12]=[C:13]([Cl:41])[CH:14]=2)[CH:9]=1.C1COCC1.O. Product: [Cl:41][C:13]1[CH:14]=[C:15]2[C:10](=[CH:11][CH:12]=1)[CH:9]=[C:8]([CH2:7][C:6]([OH:42])=[O:5])[C:17]([CH3:18])=[C:16]2[C:19]1[CH:20]=[CH:21][C:22]([S:25](=[O:39])(=[O:40])[N:26]([CH:36]([CH3:38])[CH3:37])[CH2:27][C:28]2[CH:29]=[CH:30][C:31]([O:34][CH3:35])=[CH:32][CH:33]=2)=[CH:23][CH:24]=1. The catalyst class is: 81.